This data is from Reaction yield outcomes from USPTO patents with 853,638 reactions. The task is: Predict the reaction yield, written as a fraction of the theoretical maximum amount of product (1.0 means a 100% yield; for example, 0.34 means a 34% yield). The reactants are Br[C:2]([CH3:7])([CH3:6])[C:3]([O-:5])=[O:4].[C:8](=[S:13])([O:10][CH2:11][CH3:12])[S-:9].[K+].[CH3:15][CH2:16]CCCC. The catalyst is C(O)C.O. The product is [O:10]([CH2:11][CH3:12])[C:8]([S:9][C:2]([C:3]([O:5][CH2:15][CH3:16])=[O:4])([CH3:7])[CH3:6])=[S:13]. The yield is 0.400.